From a dataset of Full USPTO retrosynthesis dataset with 1.9M reactions from patents (1976-2016). Predict the reactants needed to synthesize the given product. Given the product [CH2:33]([C:32]1[CH:36]=[C:9]([CH2:10][CH2:11][NH2:13])[CH:5]=[CH:4][CH:3]=1)[CH3:34], predict the reactants needed to synthesize it. The reactants are: C([C:3]1[CH:4]=[C:5]([CH2:9][CH2:10][C:11]([NH2:13])=O)C=CC=1)C.[OH-].[Na+].C(OI(C1C=CC=CC=1)OC(=O)C)(=O)C.Cl.[CH2:32]1[CH2:36]O[CH2:34][CH2:33]1.